The task is: Predict the reaction yield, written as a fraction of the theoretical maximum amount of product (1.0 means a 100% yield; for example, 0.34 means a 34% yield).. This data is from Reaction yield outcomes from USPTO patents with 853,638 reactions. (1) The reactants are Cl[C:2]1[CH:7]=[C:6](Cl)[N:5]=[C:4]([CH3:9])[N:3]=1.[CH3:10][NH:11][C:12]1[CH:13]=[C:14]([OH:18])[CH:15]=[CH:16][CH:17]=1. No catalyst specified. The product is [CH3:9][C:4]1[N:5]=[C:6]([N:11]([CH3:10])[C:12]2[CH:17]=[CH:16][CH:15]=[C:14]([OH:18])[CH:13]=2)[CH:7]=[C:2]([N:11]([CH3:10])[C:12]2[CH:17]=[CH:16][CH:15]=[C:14]([OH:18])[CH:13]=2)[N:3]=1. The yield is 0.450. (2) The catalyst is O1CCCC1. The product is [C:11]([O:15][C:16]([N:18]1[C:22]2=[N:23][CH:24]=[C:25]([O:10][CH:7]3[CH2:8][CH2:9][N:4]([CH:1]4[CH2:3][CH2:2]4)[CH2:5][CH2:6]3)[CH:26]=[C:21]2[CH:20]=[C:19]1[C:28]([N:30]1[CH2:35][CH2:34][O:33][CH2:32][CH2:31]1)=[O:29])=[O:17])([CH3:14])([CH3:12])[CH3:13]. The yield is 0.810. The reactants are [CH:1]1([N:4]2[CH2:9][CH2:8][CH:7]([OH:10])[CH2:6][CH2:5]2)[CH2:3][CH2:2]1.[C:11]([O:15][C:16]([N:18]1[C:22]2=[N:23][CH:24]=[C:25](O)[CH:26]=[C:21]2[CH:20]=[C:19]1[C:28]([N:30]1[CH2:35][CH2:34][O:33][CH2:32][CH2:31]1)=[O:29])=[O:17])([CH3:14])([CH3:13])[CH3:12].C1(P(C2C=CC=CC=2)C2C=CC=CC=2)C=CC=CC=1.N(C(OC(C)C)=O)=NC(OC(C)C)=O. (3) The reactants are [NH2:1][C:2]1[CH:3]=[CH:4][CH:5]=[C:6]2[C:11]=1[NH:10][CH2:9][CH2:8][CH2:7]2.[C:12](O[C:12]([O:14][C:15]([CH3:18])([CH3:17])[CH3:16])=[O:13])([O:14][C:15]([CH3:18])([CH3:17])[CH3:16])=[O:13]. The catalyst is C1COCC1.O.C(OCC)(=O)C. The product is [C:15]([O:14][C:12]([NH:1][C:2]1[CH:3]=[CH:4][CH:5]=[C:6]2[C:11]=1[NH:10][CH2:9][CH2:8][CH2:7]2)=[O:13])([CH3:18])([CH3:17])[CH3:16]. The yield is 0.730.